Dataset: Full USPTO retrosynthesis dataset with 1.9M reactions from patents (1976-2016). Task: Predict the reactants needed to synthesize the given product. (1) Given the product [Cl:29][C:25]1[CH:24]=[C:23]([CH2:22][N:16]2[C:17]([CH3:21])([CH3:20])[C:18](=[O:19])[N:14]([C:11]3[CH:12]=[C:13]4[C:8]([C:7]([CH3:31])([CH3:32])[CH2:6][N:5]4[C:3](=[O:4])[CH2:2][N:34]([CH3:35])[CH3:33])=[CH:9][CH:10]=3)[C:15]2=[O:30])[CH:28]=[CH:27][N:26]=1, predict the reactants needed to synthesize it. The reactants are: Cl[CH2:2][C:3]([N:5]1[C:13]2[C:8](=[CH:9][CH:10]=[C:11]([N:14]3[C:18](=[O:19])[C:17]([CH3:21])([CH3:20])[N:16]([CH2:22][C:23]4[CH:28]=[CH:27][N:26]=[C:25]([Cl:29])[CH:24]=4)[C:15]3=[O:30])[CH:12]=2)[C:7]([CH3:32])([CH3:31])[CH2:6]1)=[O:4].[CH3:33][NH:34][CH3:35]. (2) Given the product [Cl:12][C:6]1[N:7]=[CH:8][C:9]2[C:4]([CH:5]=1)=[CH:3][C:2]([C:18]([O:20][CH2:21][CH3:22])=[CH2:19])=[CH:11][CH:10]=2, predict the reactants needed to synthesize it. The reactants are: Br[C:2]1[CH:3]=[C:4]2[C:9](=[CH:10][CH:11]=1)[CH:8]=[N:7][C:6]([Cl:12])=[CH:5]2.C([Sn](CCCC)(CCCC)[C:18]([O:20][CH2:21][CH3:22])=[CH2:19])CCC. (3) Given the product [CH:1]1[CH:10]=[CH:9][CH:8]=[C:7]2[C:2]=1[C:3]1[N:13]3[N:14]=[CH:15][CH:16]=[CH:17][C:12]3=[N:11][C:4]=1[C:5]([NH2:18])=[N:6]2.[N:18]1[CH:27]=[CH:26][CH:25]=[C:24]2[C:19]=1[C:20]1[N:30]3[N:31]=[CH:32][CH:33]=[CH:34][C:29]3=[N:28][C:21]=1[C:22]([NH2:6])=[N:23]2, predict the reactants needed to synthesize it. The reactants are: [CH:1]1[CH:10]=[CH:9][CH:8]=[C:7]2[C:2]=1[C:3]1[N:13]3[N:14]=[CH:15][CH:16]=[CH:17][C:12]3=[N:11][C:4]=1[CH:5]=[N:6]2.[N:18]1[CH:27]=[CH:26][CH:25]=[C:24]2[C:19]=1[C:20]1[N:30]3[N:31]=[CH:32][CH:33]=[CH:34][C:29]3=[N:28][C:21]=1[CH:22]=[N:23]2. (4) Given the product [CH3:12][CH:7]1[C:1]2[C:2](=[CH:3][CH:4]=[CH:5][CH:6]=2)[C:9](=[O:11])[CH2:8]1, predict the reactants needed to synthesize it. The reactants are: [C:1]1([CH:7]([CH3:12])[CH2:8][C:9]([OH:11])=O)[CH:6]=[CH:5][CH:4]=[CH:3][CH:2]=1.C1(C)C=CC=CC=1.[Cl-].[Al+3].[Cl-].[Cl-].C(OCC)(=O)C.